From a dataset of Full USPTO retrosynthesis dataset with 1.9M reactions from patents (1976-2016). Predict the reactants needed to synthesize the given product. (1) The reactants are: C[O:2][C:3](=[O:29])[C:4]1[CH:9]=[CH:8][C:7]([CH3:10])=[C:6]([NH:11][C:12]([C:14]2[C:15](=[O:28])[NH:16][C:17]3[C:22]([CH:23]=2)=[CH:21][C:20]([O:24][CH3:25])=[C:19]([O:26][CH3:27])[CH:18]=3)=[O:13])[CH:5]=1.CO.Cl. Given the product [CH3:25][O:24][C:20]1[CH:21]=[C:22]2[C:17](=[CH:18][C:19]=1[O:26][CH3:27])[NH:16][C:15](=[O:28])[C:14]([C:12]([NH:11][C:6]1[CH:5]=[C:4]([CH:9]=[CH:8][C:7]=1[CH3:10])[C:3]([OH:29])=[O:2])=[O:13])=[CH:23]2, predict the reactants needed to synthesize it. (2) The reactants are: [CH2:1]([O:3][CH:4]([O:9][CH2:10][CH3:11])[CH2:5][CH2:6][C:7]#[N:8])[CH3:2].C(O)C[CH2:14][CH2:15][CH2:16][CH2:17][CH2:18][CH3:19].[C:21]1(C)[CH:26]=[CH:25][C:24](S([O-])(=O)=O)=[CH:23][CH:22]=1.[NH+]1C=CC=CC=1. Given the product [CH2:10]([O:9][CH:4]([O:3][CH2:1][CH2:2][CH2:19][CH2:18][CH2:17][CH2:16][CH2:15][CH3:14])[CH2:5][CH2:6][C:7]#[N:8])[CH2:11][CH2:25][CH2:26][CH2:21][CH2:22][CH2:23][CH3:24], predict the reactants needed to synthesize it. (3) Given the product [NH2:11][C:12]1[C:13](=[O:29])[N:14]([CH2:21][C:22]([O:24][C:25]([CH3:26])([CH3:28])[CH3:27])=[O:23])[C:15]([CH:18]([CH3:19])[CH3:20])=[CH:16][CH:17]=1, predict the reactants needed to synthesize it. The reactants are: C(OC([NH:11][C:12]1[C:13](=[O:29])[N:14]([CH2:21][C:22]([O:24][C:25]([CH3:28])([CH3:27])[CH3:26])=[O:23])[C:15]([CH:18]([CH3:20])[CH3:19])=[CH:16][CH:17]=1)=O)C1C=CC=CC=1. (4) Given the product [Cl:16][C:2]1[N:7]=[CH:6][N:5]2[N:8]=[CH:9][C:10]([C:11]([NH:22][CH:19]([CH3:21])[CH3:20])=[O:13])=[C:4]2[CH:3]=1, predict the reactants needed to synthesize it. The reactants are: O=[C:2]1[N:7]=[CH:6][N:5]2[N:8]=[CH:9][C:10]([C:11]([OH:13])=O)=[C:4]2[CH2:3]1.P(Cl)(Cl)([Cl:16])=O.[CH:19]([N:22](CC)C(C)C)([CH3:21])[CH3:20].